This data is from Forward reaction prediction with 1.9M reactions from USPTO patents (1976-2016). The task is: Predict the product of the given reaction. (1) Given the reactants [C:1]1([S:7]([C:10]2[C:19]3[C:14](=[CH:15][CH:16]=[CH:17][CH:18]=3)[C:13]([N:20]3[CH2:25][CH2:24][NH:23][CH2:22][CH2:21]3)=[CH:12][CH:11]=2)(=[O:9])=[O:8])[CH:6]=[CH:5][CH:4]=[CH:3][CH:2]=1.[CH3:26][S:27]([OH:30])(=[O:29])=[O:28], predict the reaction product. The product is: [CH3:26][S:27]([OH:30])(=[O:29])=[O:28].[C:1]1([S:7]([C:10]2[C:19]3[C:14](=[CH:15][CH:16]=[CH:17][CH:18]=3)[C:13]([N:20]3[CH2:25][CH2:24][NH:23][CH2:22][CH2:21]3)=[CH:12][CH:11]=2)(=[O:9])=[O:8])[CH:2]=[CH:3][CH:4]=[CH:5][CH:6]=1. (2) Given the reactants [O:1]=[C:2]1[CH2:3][N:4]([C:9]([O:11][C:12]([CH3:15])([CH3:14])[CH3:13])=[O:10])[CH2:5][CH2:6][CH:7]=[CH:8]1.C[Si]([N:20]=[N+:21]=[N-:22])(C)C, predict the reaction product. The product is: [N:20]([CH:7]1[CH2:6][CH2:5][N:4]([C:9]([O:11][C:12]([CH3:15])([CH3:14])[CH3:13])=[O:10])[CH2:3][C:2](=[O:1])[CH2:8]1)=[N+:21]=[N-:22]. (3) Given the reactants [C:1]([O:4][CH:5]=[CH:6][CH:7]=[CH2:8])(=[O:3])[CH3:2].[C:9]([NH2:13])(=[O:12])[CH:10]=[CH2:11].ClCCl, predict the reaction product. The product is: [C:9]([CH:10]1[CH:5]([O:4][C:1](=[O:3])[CH3:2])[CH:6]=[CH:7][CH2:8][CH2:11]1)(=[O:12])[NH2:13].